This data is from Catalyst prediction with 721,799 reactions and 888 catalyst types from USPTO. The task is: Predict which catalyst facilitates the given reaction. (1) The catalyst class is: 22. Reactant: [Cl:1][C:2]1[C:7]([C:8]([NH:10][CH2:11][C:12]([O:14][CH3:15])=[O:13])=O)=[CH:6][N:5]=[C:4]2[NH:16][CH:17]=[CH:18][C:3]=12.O=P12OP3(OP(OP(O3)(O1)=O)(=O)O2)=O.C(=O)([O-])O.[Na+]. Product: [Cl:1][C:2]1[C:7]([C:8]2[O:13][C:12]([O:14][CH3:15])=[CH:11][N:10]=2)=[CH:6][N:5]=[C:4]2[NH:16][CH:17]=[CH:18][C:3]=12. (2) Reactant: Br[C:2]1[N:7]=[CH:6][C:5]([C:8]([OH:11])([CH3:10])[CH3:9])=[CH:4][CH:3]=1.C([Li])CCC.[CH2:17]1[O:27][C:20]2([CH2:25][CH2:24][C:23](=[O:26])[CH2:22][CH2:21]2)[O:19][CH2:18]1. Product: [OH:11][C:8]([C:5]1[CH:4]=[CH:3][C:2]([C:23]2([OH:26])[CH2:24][CH2:25][C:20]3([O:27][CH2:17][CH2:18][O:19]3)[CH2:21][CH2:22]2)=[N:7][CH:6]=1)([CH3:10])[CH3:9]. The catalyst class is: 116. (3) Reactant: [C:1]([C:5]1[C:9]([C:10]2[CH:15]=[CH:14][CH:13]=[CH:12][CH:11]=2)=[C:8]([OH:16])[N:7]([CH3:17])[N:6]=1)([CH3:4])([CH3:3])[CH3:2].O.C(=O)(O)[O-].[Na+].[Br:24]Br. Product: [Br:24][C:9]1([C:10]2[CH:11]=[CH:12][CH:13]=[CH:14][CH:15]=2)[C:8](=[O:16])[N:7]([CH3:17])[N:6]=[C:5]1[C:1]([CH3:4])([CH3:2])[CH3:3]. The catalyst class is: 2. (4) Reactant: [F:1][C:2]1[CH:3]=[C:4]([CH:6]=[CH:7][C:8]=1[N:9]1[CH2:14][CH2:13][N:12]([C:15]2[CH:20]=[CH:19][C:18]([O:21][CH3:22])=[CH:17][CH:16]=2)[CH2:11][CH2:10]1)[NH2:5].N1C=CC=CC=1.Cl[C:30]([O:32][C:33]1[CH:38]=[CH:37][CH:36]=[CH:35][CH:34]=1)=[O:31].O. Product: [F:1][C:2]1[CH:3]=[C:4]([NH:5][C:30](=[O:31])[O:32][C:33]2[CH:38]=[CH:37][CH:36]=[CH:35][CH:34]=2)[CH:6]=[CH:7][C:8]=1[N:9]1[CH2:14][CH2:13][N:12]([C:15]2[CH:20]=[CH:19][C:18]([O:21][CH3:22])=[CH:17][CH:16]=2)[CH2:11][CH2:10]1. The catalyst class is: 10. (5) Reactant: [CH3:1][O:2][C:3]1[C:12]([O:13][CH3:14])=[CH:11][C:10]2[N:9]=[CH:8][N:7]=[C:6]([NH:15][C:16]3[CH:21]=[CH:20][CH:19]=[CH:18][CH:17]=3)[C:5]=2[C:4]=1[NH2:22].[C:23](N1C=CN=C1)(N1C=CN=C1)=[S:24]. Product: [CH3:14][O:13][C:12]1[CH:11]=[C:10]2[C:5]3[C:6]([N:15]([C:16]4[CH:17]=[CH:18][CH:19]=[CH:20][CH:21]=4)[C:23](=[S:24])[NH:22][C:4]=3[C:3]=1[O:2][CH3:1])=[N:7][CH:8]=[N:9]2. The catalyst class is: 26.